This data is from Catalyst prediction with 721,799 reactions and 888 catalyst types from USPTO. The task is: Predict which catalyst facilitates the given reaction. (1) Reactant: [Cl:1][C:2]1[C:3]([C:16]2[C:21]([Cl:22])=[CH:20][N:19]=[C:18](F)[CH:17]=2)=[N:4][C:5]([NH:8][CH2:9][CH:10]2[CH2:15][CH2:14][O:13][CH2:12][CH2:11]2)=[CH:6][CH:7]=1.[F:24][C:25]([F:39])([F:38])[C@H:26]([O:36][CH3:37])[CH2:27][NH:28][C@H:29]1[CH2:34][CH2:33][C@H:32]([NH2:35])[CH2:31][CH2:30]1.N1C(C)=CC=CC=1C. Product: [Cl:1][C:2]1[C:3]([C:16]2[C:21]([Cl:22])=[CH:20][N:19]=[C:18]([NH:35][C@H:32]3[CH2:31][CH2:30][C@H:29]([NH:28][CH2:27][C@@H:26]([O:36][CH3:37])[C:25]([F:38])([F:39])[F:24])[CH2:34][CH2:33]3)[CH:17]=2)=[N:4][C:5]([NH:8][CH2:9][CH:10]2[CH2:15][CH2:14][O:13][CH2:12][CH2:11]2)=[CH:6][CH:7]=1. The catalyst class is: 16. (2) Reactant: [CH2:1]=O.[CH3:3][N:4]1[CH2:9][CH2:8][NH:7][CH2:6][CH2:5]1.[F:10][C:11]1[C:12]([NH2:26])=[N:13][C:14]([O:17][CH2:18][C:19]2[CH:24]=[CH:23][C:22]([F:25])=[CH:21][CH:20]=2)=[N:15][CH:16]=1. Product: [F:10][C:11]1[C:12]([NH:26][CH2:3][N:4]2[CH2:9][CH2:8][N:7]([CH3:1])[CH2:6][CH2:5]2)=[N:13][C:14]([O:17][CH2:18][C:19]2[CH:20]=[CH:21][C:22]([F:25])=[CH:23][CH:24]=2)=[N:15][CH:16]=1. The catalyst class is: 2. (3) Reactant: [NH2:1][C:2]1[C:14]([Cl:15])=[CH:13][C:5]([C:6]([N:8]([CH2:10][CH2:11]O)[CH3:9])=[O:7])=[C:4]([OH:16])[CH:3]=1.C1(P(C2C=CC=CC=2)C2C=CC=CC=2)C=CC=CC=1.CCOC(/N=N/C(OCC)=O)=O. Product: [NH2:1][C:2]1[C:14]([Cl:15])=[CH:13][C:5]2[C:6](=[O:7])[N:8]([CH3:9])[CH2:10][CH2:11][O:16][C:4]=2[CH:3]=1. The catalyst class is: 4. (4) Reactant: [CH3:1][O:2][C:3](=[O:12])[C:4]1[CH:9]=[CH:8][C:7]([NH2:10])=[C:6]([NH2:11])[CH:5]=1.[Cl:13][C:14]1[CH:21]=[CH:20][CH:19]=[C:18]([Cl:22])[C:15]=1[CH:16]=O.O.OOS([O-])=O.[K+]. Product: [CH3:1][O:2][C:3]([C:4]1[CH:9]=[CH:8][C:7]2[N:10]=[C:16]([C:15]3[C:14]([Cl:13])=[CH:21][CH:20]=[CH:19][C:18]=3[Cl:22])[NH:11][C:6]=2[CH:5]=1)=[O:12]. The catalyst class is: 31. (5) Reactant: [C:1]([N:8]1[CH2:12][C@H:11](OS(C)(=O)=O)[CH2:10][C@H:9]1[C:18]([O:20][CH3:21])=[O:19])([O:3][C:4]([CH3:7])([CH3:6])[CH3:5])=[O:2].[N-:22]=[N+:23]=[N-:24].[Na+]. Product: [C:1]([N:8]1[CH2:12][C@@H:11]([N:22]=[N+:23]=[N-:24])[CH2:10][C@H:9]1[C:18]([O:20][CH3:21])=[O:19])([O:3][C:4]([CH3:7])([CH3:6])[CH3:5])=[O:2]. The catalyst class is: 3. (6) Reactant: C([N:8]1[CH2:15][CH:14]2[CH2:16][CH:10]([CH2:11][N:12]([CH2:17][CH2:18][CH2:19][C:20]3([CH2:25][CH2:26][CH3:27])[O:24][CH2:23][CH2:22][O:21]3)[CH2:13]2)[CH2:9]1)C1C=CC=CC=1. Product: [CH2:25]([C:20]1([CH2:19][CH2:18][CH2:17][N:12]2[CH2:11][CH:10]3[CH2:16][CH:14]([CH2:15][NH:8][CH2:9]3)[CH2:13]2)[O:21][CH2:22][CH2:23][O:24]1)[CH2:26][CH3:27]. The catalyst class is: 29.